Dataset: Full USPTO retrosynthesis dataset with 1.9M reactions from patents (1976-2016). Task: Predict the reactants needed to synthesize the given product. (1) Given the product [C:1]([C:4]1[CH:11]=[CH:10][C:7]([C:8]2[O:9][C:14]3[CH:15]=[CH:16][CH:17]=[CH:18][C:13]=3[N:12]=2)=[CH:6][CH:5]=1)([OH:3])=[O:2], predict the reactants needed to synthesize it. The reactants are: [C:1]([C:4]1[CH:11]=[CH:10][C:7]([CH:8]=[O:9])=[CH:6][CH:5]=1)([OH:3])=[O:2].[NH2:12][C:13]1[CH:18]=[CH:17][CH:16]=[CH:15][C:14]=1O.C(C(C#N)=C(C#N)C#N)#N. (2) Given the product [CH2:6]([O:5][C:3](=[O:4])[CH2:2][O:8][C:9]1[CH:22]=[C:13]2[C:12](=[CH:11][CH:10]=1)[CH2:19][CH:18]1[C:20](=[O:21])[CH:15]([CH2:16][CH2:17]1)[CH2:14]2)[CH3:7], predict the reactants needed to synthesize it. The reactants are: Br[CH2:2][C:3]([O:5][CH2:6][CH3:7])=[O:4].[OH:8][C:9]1[CH:10]=[CH:11][C:12]2[CH2:19][CH:18]3[C:20](=[O:21])[CH:15]([CH2:16][CH2:17]3)[CH2:14][C:13]=2[CH:22]=1.C(=O)([O-])[O-].[K+].[K+]. (3) Given the product [Cl:1][C:2]1[C:3]([N:23]2[CH2:24][CH2:25][N:26]([C:30](=[O:31])[NH:29][C:32]3[CH:37]=[CH:36][CH:35]=[C:34]([C:38]([F:39])([F:41])[F:40])[CH:33]=3)[CH2:27][CH2:28]2)=[N:4][C:5]([NH:8][C:9]2[CH:14]=[CH:13][CH:12]=[CH:11][C:10]=2[NH:15][C:16](=[O:22])[O:17][C:18]([CH3:21])([CH3:20])[CH3:19])=[N:6][CH:7]=1, predict the reactants needed to synthesize it. The reactants are: [Cl:1][C:2]1[C:3]([N:23]2[CH2:28][CH2:27][NH:26][CH2:25][CH2:24]2)=[N:4][C:5]([NH:8][C:9]2[CH:14]=[CH:13][CH:12]=[CH:11][C:10]=2[NH:15][C:16](=[O:22])[O:17][C:18]([CH3:21])([CH3:20])[CH3:19])=[N:6][CH:7]=1.[N:29]([C:32]1[CH:37]=[CH:36][CH:35]=[C:34]([C:38]([F:41])([F:40])[F:39])[CH:33]=1)=[C:30]=[O:31].C(N(CC)CC)C. (4) Given the product [Br:16][C:8]1[CH:7]=[N:6][CH:5]=[C:4]([N+:1]([O-:3])=[O:2])[C:9]=1[NH2:10], predict the reactants needed to synthesize it. The reactants are: [N+:1]([C:4]1[CH:5]=[N:6][CH:7]=[CH:8][C:9]=1[NH2:10])([O-:3])=[O:2].CC([O-])=O.[Na+].[Br:16]Br.C([O-])(O)=O.[Na+].